Dataset: Catalyst prediction with 721,799 reactions and 888 catalyst types from USPTO. Task: Predict which catalyst facilitates the given reaction. (1) Reactant: CC1(C)C[O:5][C:4]([C:7]([C:10]2[CH:15]=[CH:14][C:13]([CH2:16][CH2:17][N:18]3[CH2:23][CH2:22][CH:21]([C:24]4[N:28]([CH2:29][CH2:30][O:31][CH2:32][CH3:33])[C:27]5[CH:34]=[CH:35][CH:36]=[CH:37][C:26]=5[N:25]=4)[CH2:20][CH2:19]3)=[CH:12][CH:11]=2)([CH3:9])[CH3:8])=N1.Cl.[OH-].[Na+].C([O:44]C(=O)C)C. Product: [CH2:32]([O:31][CH2:30][CH2:29][N:28]1[C:27]2[CH:34]=[CH:35][CH:36]=[CH:37][C:26]=2[N:25]=[C:24]1[CH:21]1[CH2:20][CH2:19][N:18]([CH2:17][CH2:16][C:13]2[CH:12]=[CH:11][C:10]([C:7]([CH3:9])([CH3:8])[C:4]([OH:44])=[O:5])=[CH:15][CH:14]=2)[CH2:23][CH2:22]1)[CH3:33]. The catalyst class is: 51. (2) Reactant: [CH2:1]([O:3][C:4]1[CH:30]=[CH:29][C:7]([CH2:8][C:9]2[N:13]([CH2:14][CH2:15][CH:16]3[CH2:20][CH2:19][CH2:18][N:17]3[CH3:21])[C:12]3[CH:22]=[CH:23][C:24]([N+:26]([O-])=O)=[CH:25][C:11]=3[N:10]=2)=[CH:6][CH:5]=1)[CH3:2].I.CS[C:34]([C:36]1[S:37][CH:38]=[CH:39][CH:40]=1)=[NH:35]. Product: [CH2:1]([O:3][C:4]1[CH:30]=[CH:29][C:7]([CH2:8][C:9]2[N:13]([CH2:14][CH2:15][CH:16]3[CH2:20][CH2:19][CH2:18][N:17]3[CH3:21])[C:12]3[CH:22]=[CH:23][C:24]([NH:26][C:34]([C:36]4[S:37][CH:38]=[CH:39][CH:40]=4)=[NH:35])=[CH:25][C:11]=3[N:10]=2)=[CH:6][CH:5]=1)[CH3:2]. The catalyst class is: 29. (3) Reactant: [OH:1][C@H:2]1[CH2:6][NH:5][C@H:4]([C:7]([O:9][CH3:10])=[O:8])[CH2:3]1.C=O.[C:13]([BH3-])#N.[Na+]. Product: [OH:1][C@H:2]1[CH2:6][N:5]([CH3:13])[C@H:4]([C:7]([O:9][CH3:10])=[O:8])[CH2:3]1. The catalyst class is: 5. (4) Reactant: Cl[CH:2]([O:4][C:5](=[O:32])[N:6]([C:29](=[O:31])[CH3:30])[CH2:7][C@@H:8]1[O:12][C:11](=[O:13])[N:10]([C:14]2[CH:19]=[CH:18][C:17]([CH:20]3[CH2:25][CH2:24][S:23](=[O:27])(=[O:26])[CH2:22][CH2:21]3)=[C:16]([F:28])[CH:15]=2)[CH2:9]1)[CH3:3].[I-].[Na+].[C:35]([O-:39])(=[O:38])[CH2:36][CH3:37].[Cs+].O. Product: [C:29]([N:6]([CH2:7][C@@H:8]1[O:12][C:11](=[O:13])[N:10]([C:14]2[CH:19]=[CH:18][C:17]([CH:20]3[CH2:25][CH2:24][S:23](=[O:27])(=[O:26])[CH2:22][CH2:21]3)=[C:16]([F:28])[CH:15]=2)[CH2:9]1)[C:5]([O:4][CH:2]([O:39][C:35](=[O:38])[CH2:36][CH3:37])[CH3:3])=[O:32])(=[O:31])[CH3:30]. The catalyst class is: 10. (5) Reactant: N1C=CN=C1.[C:6]([Si:10]([C:18]1[CH:23]=[CH:22][CH:21]=[CH:20][CH:19]=1)([C:12]1[CH:17]=[CH:16][CH:15]=[CH:14][CH:13]=1)Cl)([CH3:9])([CH3:8])[CH3:7].[Br:24][C:25]1[CH:26]=[C:27]([CH2:32][OH:33])[CH:28]=[C:29]([F:31])[CH:30]=1.O. Product: [Br:24][C:25]1[CH:26]=[C:27]([CH:28]=[C:29]([F:31])[CH:30]=1)[CH2:32][O:33][Si:10]([C:6]([CH3:9])([CH3:8])[CH3:7])([C:18]1[CH:23]=[CH:22][CH:21]=[CH:20][CH:19]=1)[C:12]1[CH:17]=[CH:16][CH:15]=[CH:14][CH:13]=1. The catalyst class is: 9.